From a dataset of Reaction yield outcomes from USPTO patents with 853,638 reactions. Predict the reaction yield, written as a fraction of the theoretical maximum amount of product (1.0 means a 100% yield; for example, 0.34 means a 34% yield). (1) The reactants are [N+:1]([O-:4])(O)=[O:2].[C:5]1([CH2:15][C:16]([OH:18])=[O:17])[CH:10]=[CH:9][CH:8]=[CH:7][C:6]=1[CH2:11][C:12]([OH:14])=[O:13]. The catalyst is OS(O)(=O)=O. The product is [N+:1]([C:9]1[CH:8]=[CH:7][C:6]([CH2:11][C:12]([OH:14])=[O:13])=[C:5]([CH2:15][C:16]([OH:18])=[O:17])[CH:10]=1)([O-:4])=[O:2]. The yield is 0.880. (2) The reactants are [PH3]=O.[CH:3]1[CH:8]=[N:7][CH:6]=[C:5]2[CH2:9][O:10][C:11]3[CH:12]=[C:13]([O:17][CH2:18][C@H:19]([N:24]4C(=O)C5C(=CC=CC=5)C4=O)[CH2:20][CH:21]([CH3:23])[CH3:22])[CH:14]=[CH:15][C:16]=3[C:4]=12.NN. The catalyst is C(O)C.C(OCC)C. The product is [CH:3]1[CH:8]=[N:7][CH:6]=[C:5]2[CH2:9][O:10][C:11]3[CH:12]=[C:13]([O:17][CH2:18][C@H:19]([NH2:24])[CH2:20][CH:21]([CH3:22])[CH3:23])[CH:14]=[CH:15][C:16]=3[C:4]=12. The yield is 0.430. (3) The reactants are [O:1]=[C:2]1[C:7]([CH:8]([C:10]2[CH:15]=[CH:14][C:13]([C:16]3[C:17]([C:22]#[N:23])=[CH:18][CH:19]=[CH:20][CH:21]=3)=[CH:12][CH:11]=2)[CH3:9])=[C:6]([CH2:24][CH2:25][CH3:26])[N:5]2[N:27]=[CH:28][N:29]=[C:4]2[N:3]1[CH:30]1[CH2:35][CH2:34][C:33](=[O:36])[CH2:32][CH2:31]1.O1CCCC1.[BH4-].[Na+]. The catalyst is CO. The product is [OH:36][C@H:33]1[CH2:34][CH2:35][C@H:30]([N:3]2[C:2](=[O:1])[C:7]([CH:8]([C:10]3[CH:15]=[CH:14][C:13]([C:16]4[C:17]([C:22]#[N:23])=[CH:18][CH:19]=[CH:20][CH:21]=4)=[CH:12][CH:11]=3)[CH3:9])=[C:6]([CH2:24][CH2:25][CH3:26])[N:5]3[N:27]=[CH:28][N:29]=[C:4]23)[CH2:31][CH2:32]1. The yield is 0.890. (4) The reactants are Br[C:2]1[CH:23]=[CH:22][C:5]2[C:6]3[N:7]=[C:8]([N:14]4[C:18]([CH:19]([CH3:21])[CH3:20])=[N:17][CH:16]=[N:15]4)[S:9][C:10]=3[CH2:11][CH2:12][O:13][C:4]=2[CH:3]=1.CC1(C)C(C)(C)OB([C:32]2[CH:33]=[N:34][NH:35][CH:36]=2)O1.C(=O)([O-])[O-].[Na+].[Na+]. The catalyst is C(#N)C.O.C(OCC)(=O)C.[Pd].C1(P(C2C=CC=CC=2)C2C=CC=CC=2)C=CC=CC=1.C1(P(C2C=CC=CC=2)C2C=CC=CC=2)C=CC=CC=1.C1(P(C2C=CC=CC=2)C2C=CC=CC=2)C=CC=CC=1.C1(P(C2C=CC=CC=2)C2C=CC=CC=2)C=CC=CC=1. The product is [CH:19]([C:18]1[N:14]([C:8]2[S:9][C:10]3[CH2:11][CH2:12][O:13][C:4]4[CH:3]=[C:2]([C:32]5[CH:33]=[N:34][NH:35][CH:36]=5)[CH:23]=[CH:22][C:5]=4[C:6]=3[N:7]=2)[N:15]=[CH:16][N:17]=1)([CH3:21])[CH3:20]. The yield is 0.200. (5) The product is [N:1]1([C:6]2[CH:12]=[CH:11][C:9]([NH:10][C:27](=[O:28])[CH2:26][CH2:25][CH2:24][C:20]3[CH:21]=[N:22][O:23][C:19]=3[C:13]3[CH:14]=[CH:15][CH:16]=[CH:17][CH:18]=3)=[CH:8][CH:7]=2)[CH:5]=[CH:4][N:3]=[CH:2]1. The reactants are [N:1]1([C:6]2[CH:12]=[CH:11][C:9]([NH2:10])=[CH:8][CH:7]=2)[CH:5]=[CH:4][N:3]=[CH:2]1.[C:13]1([C:19]2[O:23][N:22]=[CH:21][C:20]=2[CH2:24][CH2:25][CH2:26][C:27](O)=[O:28])[CH:18]=[CH:17][CH:16]=[CH:15][CH:14]=1.O.ON1C2C=CC=CC=2N=N1.Cl.C(N=C=NCCCN(C)C)C. The yield is 0.860. The catalyst is O.CN(C)C=O. (6) The yield is 0.990. The product is [CH2:11]([O:13][C:14]([N:16]1[CH:25]=[C:24]([CH:3]=[O:4])[C:23]2[C:18](=[CH:19][C:20]([O:32][CH3:33])=[C:21]([O:26][CH:27]3[CH2:28][CH2:29][CH2:30][CH2:31]3)[CH:22]=2)[CH:17]1[CH2:34][C:35]1[CH:40]=[CH:39][CH:38]=[C:37]([O:41][CH3:42])[CH:36]=1)=[O:15])[CH3:12]. The catalyst is ClCCl.O. The reactants are CN(C)[CH:3]=[O:4].P(Cl)(Cl)(Cl)=O.[CH2:11]([O:13][C:14]([N:16]1[CH:25]=[CH:24][C:23]2[C:18](=[CH:19][C:20]([O:32][CH3:33])=[C:21]([O:26][CH:27]3[CH2:31][CH2:30][CH2:29][CH2:28]3)[CH:22]=2)[CH:17]1[CH2:34][C:35]1[CH:40]=[CH:39][CH:38]=[C:37]([O:41][CH3:42])[CH:36]=1)=[O:15])[CH3:12].C([O-])(=O)C.[K+]. (7) The reactants are C([O:3][C:4]([C:6]1[C:15](=[O:16])[C:14]2[C:9](=[N:10][C:11]([C:17]3[CH:22]=[CH:21][C:20]([NH:23][C:24]([NH:26][CH2:27][C:28]4[CH:29]=[N:30][CH:31]=[CH:32][CH:33]=4)=[O:25])=[CH:19][CH:18]=3)=[CH:12][CH:13]=2)[N:8]([CH2:34][CH3:35])[C:7]=1[NH2:36])=[O:5])C.[OH-].[Na+].O.B(O)O. The catalyst is O1CCOCC1.C(O)C. The product is [NH2:36][C:7]1[N:8]([CH2:34][CH3:35])[C:9]2[C:14]([C:15](=[O:16])[C:6]=1[C:4]([OH:5])=[O:3])=[CH:13][CH:12]=[C:11]([C:17]1[CH:18]=[CH:19][C:20]([NH:23][C:24]([NH:26][CH2:27][C:28]3[CH:29]=[N:30][CH:31]=[CH:32][CH:33]=3)=[O:25])=[CH:21][CH:22]=1)[N:10]=2. The yield is 0.365. (8) The reactants are [NH2:1][CH:2]([CH3:12])[CH2:3][NH:4][C:5](=[O:11])[O:6][C:7]([CH3:10])([CH3:9])[CH3:8].[OH:13][C:14]1[CH:22]=[CH:21][CH:20]=[CH:19][C:15]=1[C:16](O)=[O:17].N1C=CN=C1.C1CCC(N=C=NC2CCCCC2)CC1. The catalyst is CCOC(C)=O. The product is [OH:13][C:14]1[CH:22]=[CH:21][CH:20]=[CH:19][C:15]=1[C:16]([NH:1][CH:2]([CH3:12])[CH2:3][NH:4][C:5](=[O:11])[O:6][C:7]([CH3:8])([CH3:10])[CH3:9])=[O:17]. The yield is 0.400.